From a dataset of Forward reaction prediction with 1.9M reactions from USPTO patents (1976-2016). Predict the product of the given reaction. (1) The product is: [F:1][C:2]1[CH:3]=[CH:4][C:5]([C:6](/[N:8]=[C:9]2\[NH:10][C:11]3[CH:29]=[CH:28][C:27]([O:30][C:34]4[CH:39]=[CH:38][CH:37]=[CH:36][N:35]=4)=[CH:26][C:12]=3[N:13]\2[C@H:14]2[CH2:19][CH2:18][C@@H:17]([C:20](=[O:25])[NH:21][CH:22]([CH3:24])[CH3:23])[CH2:16][CH2:15]2)=[O:7])=[CH:31][CH:32]=1. Given the reactants [F:1][C:2]1[CH:32]=[CH:31][C:5]([C:6]([NH:8][C:9]2[N:13]([C@H:14]3[CH2:19][CH2:18][C@@H:17]([C:20](=[O:25])[NH:21][CH:22]([CH3:24])[CH3:23])[CH2:16][CH2:15]3)[C:12]3[CH:26]=[C:27]([OH:30])[CH:28]=[CH:29][C:11]=3[N:10]=2)=[O:7])=[CH:4][CH:3]=1.Cl[C:34]1[CH:39]=[CH:38][CH:37]=[CH:36][N:35]=1.C(=O)([O-])[O-].[Cs+].[Cs+].CN1C(=O)CCC1, predict the reaction product. (2) Given the reactants [CH3:1][O:2][C:3]1[C:8]([CH3:9])=[CH:7][CH:6]=[CH:5][C:4]=1[C:10](O)([CH3:12])[CH3:11].[CH2:14]([O:16][C:17](=[O:25])[C:18]([O:20][Si](C)(C)C)=[CH2:19])[CH3:15].[Sn](Cl)(Cl)(Cl)Cl.C(=O)([O-])[O-].[K+].[K+], predict the reaction product. The product is: [CH2:14]([O:16][C:17](=[O:25])[C:18](=[O:19])[CH2:20][C:10]([C:4]1[CH:5]=[CH:6][CH:7]=[C:8]([CH3:9])[C:3]=1[O:2][CH3:1])([CH3:12])[CH3:11])[CH3:15]. (3) Given the reactants Cl[C:2]1[N:7]=[C:6]([CH3:8])[N:5]=[C:4]([N:9]2[C:17]3[C:12](=[CH:13][C:14]([C:18]([NH:20][CH2:21][C:22]4[CH:27]=[CH:26][CH:25]=[CH:24][C:23]=4[C:28]([F:31])([F:30])[F:29])=[O:19])=[CH:15][CH:16]=3)[CH2:11][CH2:10]2)[CH:3]=1.[CH3:32][NH2:33].CCO, predict the reaction product. The product is: [CH3:8][C:6]1[N:5]=[C:4]([N:9]2[C:17]3[C:12](=[CH:13][C:14]([C:18]([NH:20][CH2:21][C:22]4[CH:27]=[CH:26][CH:25]=[CH:24][C:23]=4[C:28]([F:31])([F:30])[F:29])=[O:19])=[CH:15][CH:16]=3)[CH2:11][CH2:10]2)[CH:3]=[C:2]([NH:33][CH3:32])[N:7]=1.